Dataset: Catalyst prediction with 721,799 reactions and 888 catalyst types from USPTO. Task: Predict which catalyst facilitates the given reaction. (1) Reactant: C(Cl)(Cl)=S.[Br:5][C:6]1[CH:7]=[C:8]([F:13])[C:9]([OH:12])=[N:10][CH:11]=1.[CH:14]([Cl:17])([Cl:16])[Cl:15]. Product: [Br:5][C:6]1[CH:7]=[C:8]([F:13])[C:9]([O:12][C:14]([Cl:17])([Cl:16])[Cl:15])=[N:10][CH:11]=1. The catalyst class is: 74. (2) Reactant: [CH3:1][O:2][C:3]1[CH:8]=[C:7]([CH3:9])[C:6]([S:10]([N:13]([CH2:15][C:16]2[O:20][C:19]([C:21]([O:23]CC)=O)=[N:18][N:17]=2)[CH3:14])(=[O:12])=[O:11])=[C:5]([CH3:26])[CH:4]=1.[CH3:27][N:28]1[CH2:33][CH2:32][CH:31]([CH2:34][N:35]2[CH2:40][CH2:39][NH:38][CH2:37][CH2:36]2)[CH2:30][CH2:29]1. Product: [NH3:13].[CH3:1][O:2][C:3]1[CH:8]=[C:7]([CH3:9])[C:6]([S:10]([N:13]([CH3:14])[CH2:15][C:16]2[O:20][C:19]([C:21]([N:38]3[CH2:37][CH2:36][N:35]([CH2:34][CH:31]4[CH2:32][CH2:33][N:28]([CH3:27])[CH2:29][CH2:30]4)[CH2:40][CH2:39]3)=[O:23])=[N:18][N:17]=2)(=[O:12])=[O:11])=[C:5]([CH3:26])[CH:4]=1. The catalyst class is: 26. (3) Reactant: [S:1]1[C:9]2[CH2:8][CH2:7][O:6][CH:5]([CH2:10][NH:11][C:12](=[O:18])[O:13][C:14]([CH3:17])([CH3:16])[CH3:15])[C:4]=2[CH:3]=[CH:2]1.C1C(=O)N([I:26])C(=O)C1.CC(O)=O.C(N(CC)CC)C. Product: [I:26][C:2]1[S:1][C:9]2[CH2:8][CH2:7][O:6][CH:5]([CH2:10][NH:11][C:12](=[O:18])[O:13][C:14]([CH3:15])([CH3:17])[CH3:16])[C:4]=2[CH:3]=1. The catalyst class is: 22. (4) Reactant: Br[Zn][CH2:3][C:4]([O:6][CH2:7][CH3:8])=[O:5].[Cl:9][C:10]1[C:11](=[O:20])[C:12]([Cl:19])=[C:13]([Cl:18])[C:14](=[O:17])[C:15]=1[Cl:16].Cl.C(OCC)(=O)C. Product: [CH2:7]([O:6][C:4](=[O:5])[CH2:3][C:14]1([OH:17])[C:13]([Cl:18])=[C:12]([Cl:19])[C:11](=[O:20])[C:10]([Cl:9])=[C:15]1[Cl:16])[CH3:8]. The catalyst class is: 1. (5) Reactant: [CH2:1]([O:3][C:4]([C@@:6]12[CH2:24][C@H:23]1[CH:22]=[CH:21][CH2:20][CH2:19][CH2:18][CH2:17][CH2:16][C@H:15]([NH:25][C:26]([O:28][C:29]([CH3:32])([CH3:31])[CH3:30])=[O:27])[C:14](=[O:33])[N:13]1[C@@H:9]([CH2:10][C@@H:11]([OH:34])[CH2:12]1)[C:8](=[O:35])[NH:7]2)=[O:5])[CH3:2].C1N=CN([C:41]([N:43]2[CH:47]=N[CH:45]=[CH:44]2)=[O:42])C=1.C(Cl)Cl.CO.C1[C:61]2[C:56](=[CH:57][CH:58]=C[CH:60]=2)CN1. Product: [CH2:1]([O:3][C:4]([C@@:6]12[CH2:24][C@H:23]1[CH:22]=[CH:21][CH2:20][CH2:19][CH2:18][CH2:17][CH2:16][C@H:15]([NH:25][C:26]([O:28][C:29]([CH3:31])([CH3:30])[CH3:32])=[O:27])[C:14](=[O:33])[N:13]1[C@@H:9]([CH2:10][C@@H:11]([O:34][C:41]([N:43]3[CH2:44][C:45]4[C:58](=[CH:57][CH:56]=[CH:61][CH:60]=4)[CH2:47]3)=[O:42])[CH2:12]1)[C:8](=[O:35])[NH:7]2)=[O:5])[CH3:2]. The catalyst class is: 2. (6) Reactant: [OH:1][C@@H:2]([CH3:10])[C@H:3]([CH3:9])[C@@H:4]([C:6]([OH:8])=[O:7])[NH2:5].O[C@@H](C)[C@H](C)[C@H](C(O)=O)N.C(=O)([O-])O.[Na+].[N+:26]([C:29]1[CH:36]=[CH:35][C:32]([CH:33]=O)=[CH:31][CH:30]=1)([O-:28])=[O:27]. Product: [CH3:9][C@H:3]1[C@H:2]([CH3:10])[O:1][C@H:33]([C:32]2[CH:35]=[CH:36][C:29]([N+:26]([O-:28])=[O:27])=[CH:30][CH:31]=2)[NH:5][C@@H:4]1[C:6]([OH:8])=[O:7]. The catalyst class is: 10. (7) Reactant: [Br:1][C:2]1[CH:7]=[CH:6][C:5]([C:8](=O)[CH:9]=[CH:10][N:11](C)C)=[CH:4][CH:3]=1.[CH3:15][NH:16]N. Product: [Br:1][C:2]1[CH:3]=[CH:4][C:5]([C:8]2[N:16]([CH3:15])[N:11]=[CH:10][CH:9]=2)=[CH:6][CH:7]=1. The catalyst class is: 8. (8) Reactant: [C:1]([Si:5]([CH3:42])([CH3:41])[O:6][CH2:7][CH2:8][N:9]([CH2:21][C:22]1[CH:27]=[CH:26][C:25]([S:28]([N:31]2[CH:35]=[CH:34][C:33](/[CH:36]=[CH:37]/[C:38](O)=[O:39])=[CH:32]2)(=[O:30])=[O:29])=[CH:24][CH:23]=1)[CH2:10][CH2:11][C:12]1[C:20]2[C:15](=[CH:16][CH:17]=[CH:18][CH:19]=2)[NH:14][CH:13]=1)([CH3:4])([CH3:3])[CH3:2].C(N(CC)CC)C.CCN=C=NCCCN(C)C.Cl.[O:62]1[CH2:67][CH2:66][CH2:65][CH2:64][CH:63]1[O:68][NH2:69]. Product: [C:1]([Si:5]([CH3:42])([CH3:41])[O:6][CH2:7][CH2:8][N:9]([CH2:21][C:22]1[CH:27]=[CH:26][C:25]([S:28]([N:31]2[CH:35]=[CH:34][C:33](/[CH:36]=[CH:37]/[C:38]([NH:69][O:68][CH:63]3[CH2:64][CH2:65][CH2:66][CH2:67][O:62]3)=[O:39])=[CH:32]2)(=[O:29])=[O:30])=[CH:24][CH:23]=1)[CH2:10][CH2:11][C:12]1[C:20]2[C:15](=[CH:16][CH:17]=[CH:18][CH:19]=2)[NH:14][CH:13]=1)([CH3:3])([CH3:2])[CH3:4]. The catalyst class is: 3.